This data is from Forward reaction prediction with 1.9M reactions from USPTO patents (1976-2016). The task is: Predict the product of the given reaction. (1) Given the reactants F[C:2]1[CH:9]=[CH:8][C:5]([CH:6]=[O:7])=[CH:4][CH:3]=1.[N:10]1([CH2:15][CH:16]2[CH2:21][CH2:20][NH:19][CH2:18][CH2:17]2)[CH2:14][CH2:13][CH2:12][CH2:11]1, predict the reaction product. The product is: [N:10]1([CH2:15][CH:16]2[CH2:21][CH2:20][N:19]([C:2]3[CH:9]=[CH:8][C:5]([CH:6]=[O:7])=[CH:4][CH:3]=3)[CH2:18][CH2:17]2)[CH2:14][CH2:13][CH2:12][CH2:11]1. (2) Given the reactants [NH3:1].[N:2]([C:5]1[CH:10]=[CH:9][C:8]([C:11]2[O:15][N:14]=[C:13]([CH3:16])[N:12]=2)=[C:7]([O:17][CH3:18])[CH:6]=1)=[C:3]=[S:4], predict the reaction product. The product is: [CH3:18][O:17][C:7]1[CH:6]=[C:5]([NH:2][C:3]([NH2:1])=[S:4])[CH:10]=[CH:9][C:8]=1[C:11]1[O:15][N:14]=[C:13]([CH3:16])[N:12]=1. (3) Given the reactants S(Cl)(Cl)=O.[Br:5][C:6]1[CH:7]=[C:8]([OH:16])[C:9]([CH3:15])=[C:10]([CH:14]=1)[C:11]([OH:13])=[O:12].[C:17](=O)([O-])[O-].[Cs+].[Cs+].I[CH:24]([CH2:26][CH3:27])[CH3:25], predict the reaction product. The product is: [Br:5][C:6]1[CH:7]=[C:8]([O:16][CH:24]([CH2:26][CH3:27])[CH3:25])[C:9]([CH3:15])=[C:10]([CH:14]=1)[C:11]([O:13][CH3:17])=[O:12]. (4) Given the reactants [C:1]([O:5][C:6]([N:8]1[CH:13]([CH2:14][C:15](=O)[C:16]#[CH:17])[CH2:12][CH:11]([N:19]([CH2:24][C:25]2[CH:30]=[C:29]([C:31]([F:34])([F:33])[F:32])[CH:28]=[C:27]([C:35]([F:38])([F:37])[F:36])[CH:26]=2)[C:20]([O:22][CH3:23])=[O:21])[CH2:10][CH:9]1[CH2:39][CH3:40])=[O:7])([CH3:4])([CH3:3])[CH3:2].O.[NH2:42][NH2:43].O, predict the reaction product. The product is: [C:1]([O:5][C:6]([N:8]1[CH:13]([CH2:14][C:15]2[CH:16]=[CH:17][NH:43][N:42]=2)[CH2:12][CH:11]([N:19]([CH2:24][C:25]2[CH:30]=[C:29]([C:31]([F:32])([F:33])[F:34])[CH:28]=[C:27]([C:35]([F:37])([F:38])[F:36])[CH:26]=2)[C:20]([O:22][CH3:23])=[O:21])[CH2:10][CH:9]1[CH2:39][CH3:40])=[O:7])([CH3:3])([CH3:4])[CH3:2]. (5) Given the reactants [CH3:1][O:2][C:3]([C:5]1[CH2:6][N:7]([C:18]([O:20][C:21]([CH3:24])([CH3:23])[CH3:22])=[O:19])[CH2:8][CH2:9][C:10]=1[C:11]1[CH:16]=[CH:15][C:14]([OH:17])=[CH:13][CH:12]=1)=[O:4].[Cl:25][C:26]1[C:31]([F:32])=[CH:30][CH:29]=[C:28]([F:33])[C:27]=1[C:34]1[CH:38]=[C:37]([CH2:39]O)[O:36][N:35]=1.C1CCN(C(N=NC(N2CCCCC2)=O)=O)CC1.P(CCCC)(CCCC)CCCC, predict the reaction product. The product is: [CH3:1][O:2][C:3]([C:5]1[CH2:6][N:7]([C:18]([O:20][C:21]([CH3:24])([CH3:23])[CH3:22])=[O:19])[CH2:8][CH2:9][C:10]=1[C:11]1[CH:16]=[CH:15][C:14]([O:17][CH2:39][C:37]2[O:36][N:35]=[C:34]([C:27]3[C:28]([F:33])=[CH:29][CH:30]=[C:31]([F:32])[C:26]=3[Cl:25])[CH:38]=2)=[CH:13][CH:12]=1)=[O:4]. (6) The product is: [CH3:31][C:32]([CH3:63])([CH2:37][C:38]1[S:39][C:40]([C:43]2[CH:44]=[CH:45][C:46]([NH:49][C:50]([NH:52][C:53]3[CH:58]=[CH:57][C:56]([C:59]([F:61])([F:60])[F:62])=[CH:55][CH:54]=3)=[O:51])=[CH:47][CH:48]=2)=[CH:41][N:42]=1)[C:33]([OH:35])=[O:34]. Given the reactants FC(F)(F)C1C=C(NC(=O)NC2C=CC(C3SC(CCC(O)=O)=NC=3)=CC=2)C=CC=1.[CH3:31][C:32]([CH3:63])([CH2:37][C:38]1[S:39][C:40]([C:43]2[CH:48]=[CH:47][C:46]([NH:49][C:50]([NH:52][C:53]3[CH:58]=[CH:57][C:56]([C:59]([F:62])([F:61])[F:60])=[CH:55][CH:54]=3)=[O:51])=[CH:45][CH:44]=2)=[CH:41][N:42]=1)[C:33]([O:35]C)=[O:34], predict the reaction product. (7) Given the reactants [F:1][C:2]([F:27])([F:26])[S:3]([O:6][C:7]1[C:11]2[C:12]([O:16][CH3:17])=[N:13][CH:14]=[CH:15][C:10]=2[N:9]([C:18]2[C:23]([F:24])=[CH:22][CH:21]=[CH:20][C:19]=2[F:25])[N:8]=1)(=[O:5])=[O:4].[Cl:28]N1C(=O)CCC1=O.O, predict the reaction product. The product is: [F:27][C:2]([F:26])([F:1])[S:3]([O:6][C:7]1[C:11]2[C:12]([O:16][CH3:17])=[N:13][CH:14]=[C:15]([Cl:28])[C:10]=2[N:9]([C:18]2[C:23]([F:24])=[CH:22][CH:21]=[CH:20][C:19]=2[F:25])[N:8]=1)(=[O:5])=[O:4]. (8) Given the reactants Cl[C:2]1[N:7]=[C:6]([C:8]2[C:9]([C:27]3[CH:32]=[CH:31][C:30]([F:33])=[CH:29][CH:28]=3)=[N:10][N:11]3[C:16]=2[CH2:15][CH2:14][CH2:13][N:12]3[C:17]([O:19][CH2:20][C:21]2[CH:26]=[CH:25][CH:24]=[CH:23][CH:22]=2)=[O:18])[CH:5]=[CH:4][N:3]=1.[CH:34]1([NH2:37])[CH2:36][CH2:35]1, predict the reaction product. The product is: [CH:34]1([NH:37][C:2]2[N:7]=[C:6]([C:8]3[C:9]([C:27]4[CH:32]=[CH:31][C:30]([F:33])=[CH:29][CH:28]=4)=[N:10][N:11]4[C:16]=3[CH2:15][CH2:14][CH2:13][N:12]4[C:17]([O:19][CH2:20][C:21]3[CH:26]=[CH:25][CH:24]=[CH:23][CH:22]=3)=[O:18])[CH:5]=[CH:4][N:3]=2)[CH2:36][CH2:35]1.